Dataset: Forward reaction prediction with 1.9M reactions from USPTO patents (1976-2016). Task: Predict the product of the given reaction. (1) Given the reactants [CH3:1][N:2]([CH3:32])[CH2:3][CH2:4][CH2:5][O:6][C:7]1[CH:12]=[CH:11][C:10]([C:13]2[CH:14]=[C:15]3[C:25]4[C:20](=[CH:21][N:22]=[C:23]([C:26]5[CH:27]=[N:28][CH:29]=[CH:30][CH:31]=5)[CH:24]=4)[NH:19][C:16]3=[N:17][CH:18]=2)=[CH:9][CH:8]=1.[CH3:33][C:34]1(C)[C:38](C)(C)OB(C2C=CC(OCCCN3CCCCC3)=CC=2)O1.BrC1C=C2C3C(=CN=C(C4C=NC=CC=4)C=3)NC2=NC=1, predict the reaction product. The product is: [N:2]1([CH2:3][CH2:4][CH2:5][O:6][C:7]2[CH:8]=[CH:9][C:10]([C:13]3[CH:14]=[C:15]4[C:25]5[C:20](=[CH:21][N:22]=[C:23]([C:26]6[CH:27]=[N:28][CH:29]=[CH:30][CH:31]=6)[CH:24]=5)[NH:19][C:16]4=[N:17][CH:18]=3)=[CH:11][CH:12]=2)[CH2:1][CH2:38][CH2:34][CH2:33][CH2:32]1. (2) The product is: [Br:6][C:7]1[CH:8]=[C:9]2[C:13](=[CH:14][CH:15]=1)[NH:12][C:11](=[O:1])[C:10]12[O:24][CH2:23][CH2:22][CH2:21][O:20]1. Given the reactants [OH:1]S(O)(=O)=O.[Br:6][C:7]1[CH:15]=[CH:14][C:13]2[N:12]3CCCN=[C:11]3[C:10]3([O:24][CH2:23][CH2:22][CH2:21][O:20]3)[C:9]=2[CH:8]=1, predict the reaction product. (3) Given the reactants [NH2:1][C:2]1[CH:3]=[CH:4][C:5]([N+:9]([O-])=O)=[C:6]([NH2:8])[CH:7]=1, predict the reaction product. The product is: [NH2:1][C:2]1[CH:7]=[C:6]([NH2:8])[C:5]([NH2:9])=[CH:4][CH:3]=1. (4) Given the reactants [BH4-].[Na+].[C:3]([C:6]1[O:7][CH:8]=[C:9]([C:11]([NH:13][C@@H:14]([CH3:31])[CH2:15][N:16]2[CH:20]=[CH:19][C:18]([C:21]3[CH:26]=[CH:25][C:24]([C:27]#[N:28])=[C:23]([Cl:29])[C:22]=3[CH3:30])=[N:17]2)=[O:12])[N:10]=1)(=[O:5])[CH3:4], predict the reaction product. The product is: [Cl:29][C:23]1[C:22]([CH3:30])=[C:21]([C:18]2[CH:19]=[CH:20][N:16]([CH2:15][C@@H:14]([NH:13][C:11]([C:9]3[N:10]=[C:6]([CH:3]([OH:5])[CH3:4])[O:7][CH:8]=3)=[O:12])[CH3:31])[N:17]=2)[CH:26]=[CH:25][C:24]=1[C:27]#[N:28]. (5) Given the reactants [OH-].[Na+].C[O:4][C:5](=[O:35])[CH:6]([NH:24][C:25](=[O:34])[C:26]1[C:31]([Cl:32])=[CH:30][CH:29]=[CH:28][C:27]=1[Cl:33])[CH2:7]/[CH:8]=[CH:9]/[C:10]1[CH:15]=[CH:14][C:13]([C:16]2([O:22][CH3:23])[CH2:21][CH2:20][O:19][CH2:18][CH2:17]2)=[CH:12][CH:11]=1, predict the reaction product. The product is: [Cl:33][C:27]1[CH:28]=[CH:29][CH:30]=[C:31]([Cl:32])[C:26]=1[C:25]([NH:24][CH:6]([CH2:7]/[CH:8]=[CH:9]/[C:10]1[CH:15]=[CH:14][C:13]([C:16]2([O:22][CH3:23])[CH2:21][CH2:20][O:19][CH2:18][CH2:17]2)=[CH:12][CH:11]=1)[C:5]([OH:35])=[O:4])=[O:34]. (6) Given the reactants [C:1]([OH:8])(=[O:7])/[CH:2]=[CH:3]/[C:4]([OH:6])=[O:5].[CH3:9][N:10]1[CH2:15][CH2:14][N:13]([CH2:16][C:17]2[CH:45]=[CH:44][C:20]([C:21]([NH:23][C:24]3[CH:29]=[CH:28][C:27]([CH3:30])=[C:26]([NH:31][C:32]4[N:37]=[C:36]([C:38]5[CH:39]=[N:40][CH:41]=[CH:42][CH:43]=5)[CH:35]=[CH:34][N:33]=4)[CH:25]=3)=[O:22])=[CH:19][CH:18]=2)[CH2:12][CH2:11]1.O, predict the reaction product. The product is: [CH3:9][N:10]1[CH2:15][CH2:14][N:13]([CH2:16][C:17]2[CH:18]=[CH:19][C:20]([C:21]([NH:23][C:24]3[CH:29]=[CH:28][C:27]([CH3:30])=[C:26]([NH:31][C:32]4[N:37]=[C:36]([C:38]5[CH:39]=[N:40][CH:41]=[CH:42][CH:43]=5)[CH:35]=[CH:34][N:33]=4)[CH:25]=3)=[O:22])=[CH:44][CH:45]=2)[CH2:12][CH2:11]1.[C:1]([O-:8])(=[O:7])/[CH:2]=[CH:3]/[C:4]([O-:6])=[O:5].